Dataset: Reaction yield outcomes from USPTO patents with 853,638 reactions. Task: Predict the reaction yield, written as a fraction of the theoretical maximum amount of product (1.0 means a 100% yield; for example, 0.34 means a 34% yield). (1) The reactants are C(N(S(F)(F)[F:7])CC)C.[C:10]([O:14][C:15]([N:17]1[CH2:20][C:19]([C:22]2[S:23][CH:24]=[C:25]([C:27]3[C:28]([O:42][CH:43]4[CH2:46][CH2:45][CH2:44]4)=[C:29]4[C:34](=[CH:35][CH:36]=3)[N:33]([C:37]([O:39][CH3:40])=[O:38])[C@@H:32]([CH3:41])[CH2:31][CH2:30]4)[N:26]=2)(O)[CH2:18]1)=[O:16])([CH3:13])([CH3:12])[CH3:11].C(=O)(O)[O-].[Na+]. The catalyst is ClCCl. The product is [C:10]([O:14][C:15]([N:17]1[CH2:20][C:19]([C:22]2[S:23][CH:24]=[C:25]([C:27]3[C:28]([O:42][CH:43]4[CH2:46][CH2:45][CH2:44]4)=[C:29]4[C:34](=[CH:35][CH:36]=3)[N:33]([C:37]([O:39][CH3:40])=[O:38])[C@@H:32]([CH3:41])[CH2:31][CH2:30]4)[N:26]=2)([F:7])[CH2:18]1)=[O:16])([CH3:13])([CH3:12])[CH3:11]. The yield is 0.590. (2) The reactants are [C:1]([N:8]1[CH2:14][CH2:13][CH2:12][C@@H:9]1[CH2:10][OH:11])([O:3][C:4]([CH3:7])([CH3:6])[CH3:5])=[O:2].[Cr](O[Cr]([O-])(=O)=O)([O-])(=O)=O.[NH+]1C=CC=CC=1.[NH+]1C=CC=CC=1. The catalyst is ClCCl.C(OCC)(=O)C. The product is [CH:10]([C@H:9]1[CH2:12][CH2:13][CH2:14][N:8]1[C:1]([O:3][C:4]([CH3:7])([CH3:6])[CH3:5])=[O:2])=[O:11]. The yield is 0.720. (3) The reactants are Br[C:2]1[CH:7]=[CH:6][C:5]([Cl:8])=[CH:4][CH:3]=1.C([Li])CCC.[CH3:14][O:15][C:16]1[CH:17]=[C:18]([CH:26]=[CH:27][CH:28]=1)[CH2:19][N:20]1[CH2:24][CH2:23][C:22](=[O:25])[CH2:21]1. The catalyst is O1CCCC1. The product is [Cl:8][C:5]1[CH:6]=[CH:7][C:2]([C:22]2([OH:25])[CH2:23][CH2:24][N:20]([CH2:19][C:18]3[CH:26]=[CH:27][CH:28]=[C:16]([O:15][CH3:14])[CH:17]=3)[CH2:21]2)=[CH:3][CH:4]=1. The yield is 0.350.